Dataset: Reaction yield outcomes from USPTO patents with 853,638 reactions. Task: Predict the reaction yield, written as a fraction of the theoretical maximum amount of product (1.0 means a 100% yield; for example, 0.34 means a 34% yield). (1) The reactants are [CH:1]([C:3]1[N:8]=[N:7][C:6]2[O:9][CH2:10][CH2:11][O:12][C:5]=2[CH:4]=1)=C.I([O-])(=O)(=O)=[O:14].[Na+]. The catalyst is O1CCOCC1.O.[Os](=O)(=O)(=O)=O. The product is [N:7]1[C:6]2[O:9][CH2:10][CH2:11][O:12][C:5]=2[CH:4]=[C:3]([CH:1]=[O:14])[N:8]=1. The yield is 0.640. (2) The reactants are [F:1][C:2]1[CH:38]=[C:37]([F:39])[CH:36]=[CH:35][C:3]=1[CH2:4][N:5]([CH2:26][CH2:27][CH2:28][CH2:29][CH2:30][CH2:31][CH2:32][CH2:33][CH3:34])[C:6](=[O:25])[CH2:7][O:8][C:9]1[CH:14]=[CH:13][C:12]([CH2:15][C@H:16]([O:22][CH2:23][CH3:24])[C:17]([O:19]CC)=[O:18])=[CH:11][CH:10]=1.[Li+].[OH-]. The catalyst is C1COCC1. The product is [F:1][C:2]1[CH:38]=[C:37]([F:39])[CH:36]=[CH:35][C:3]=1[CH2:4][N:5]([CH2:26][CH2:27][CH2:28][CH2:29][CH2:30][CH2:31][CH2:32][CH2:33][CH3:34])[C:6](=[O:25])[CH2:7][O:8][C:9]1[CH:14]=[CH:13][C:12]([CH2:15][C@H:16]([O:22][CH2:23][CH3:24])[C:17]([OH:19])=[O:18])=[CH:11][CH:10]=1. The yield is 0.940. (3) The reactants are [Cl-].O[NH3+:3].[C:4](=[O:7])([O-])[OH:5].[Na+].CS(C)=O.[O:13]=[C:14]1[C:19]([CH2:20][C:21]2[CH:26]=[CH:25][C:24]([C:27]3[C:28]([C:33]#[N:34])=[CH:29][CH:30]=[CH:31][CH:32]=3)=[CH:23][CH:22]=2)=[C:18]([CH2:35][CH2:36][CH3:37])[N:17]2[N:38]=[CH:39][N:40]=[C:16]2[N:15]1[C@H:41]1[CH2:46][CH2:45][C@H:44]([O:47][CH2:48][C:49]([OH:55])([CH3:54])[C:50]([F:53])([F:52])[F:51])[CH2:43][CH2:42]1. The catalyst is O.C(OCC)(=O)C. The product is [O:7]=[C:4]1[O:5][N:3]=[C:33]([C:28]2[CH:29]=[CH:30][CH:31]=[CH:32][C:27]=2[C:24]2[CH:25]=[CH:26][C:21]([CH2:20][C:19]3[C:14](=[O:13])[N:15]([C@H:41]4[CH2:46][CH2:45][C@H:44]([O:47][CH2:48][C:49]([OH:55])([CH3:54])[C:50]([F:52])([F:53])[F:51])[CH2:43][CH2:42]4)[C:16]4[N:17]([N:38]=[CH:39][N:40]=4)[C:18]=3[CH2:35][CH2:36][CH3:37])=[CH:22][CH:23]=2)[NH:34]1. The yield is 0.620. (4) The reactants are Br[CH2:2][C:3]1[N:4]=[N:5][C:6]([C:9]2[CH:14]=[CH:13][CH:12]=[CH:11][CH:10]=2)=[CH:7][CH:8]=1.[NH:15]([C:23]([O:25][C:26]([CH3:29])([CH3:28])[CH3:27])=[O:24])[C:16]([O:18][C:19]([CH3:22])([CH3:21])[CH3:20])=[O:17].C(=O)([O-])[O-].[K+].[K+].O. The catalyst is CN(C)C=O. The product is [C:26]([O:25][C:23]([N:15]([CH2:2][C:3]1[N:4]=[N:5][C:6]([C:9]2[CH:14]=[CH:13][CH:12]=[CH:11][CH:10]=2)=[CH:7][CH:8]=1)[C:16]([O:18][C:19]([CH3:22])([CH3:21])[CH3:20])=[O:17])=[O:24])([CH3:29])([CH3:28])[CH3:27]. The yield is 0.970. (5) The reactants are C(O[C:4](=[O:9])[CH2:5][C:6](=O)[CH3:7])C.[C:10]1([NH:16][C:17]([NH:19][C:20]([NH2:22])=[NH:21])=[NH:18])[CH:15]=[CH:14][CH:13]=[CH:12][CH:11]=1. The catalyst is C(O)C. The product is [CH3:7][C:6]1[N:21]=[C:20]([NH:19][C:17]([NH:16][C:10]2[CH:15]=[CH:14][CH:13]=[CH:12][CH:11]=2)=[NH:18])[NH:22][C:4](=[O:9])[CH:5]=1. The yield is 0.740. (6) The catalyst is COCCOC.O.C1C=CC([P]([Pd]([P](C2C=CC=CC=2)(C2C=CC=CC=2)C2C=CC=CC=2)([P](C2C=CC=CC=2)(C2C=CC=CC=2)C2C=CC=CC=2)[P](C2C=CC=CC=2)(C2C=CC=CC=2)C2C=CC=CC=2)(C2C=CC=CC=2)C2C=CC=CC=2)=CC=1. The reactants are Br[C:2]1[C:6]2[C:7]([NH2:20])=[N:8][CH:9]=[C:10](/[CH:11]=[CH:12]/[CH:13]([O:17][CH2:18][CH3:19])[O:14][CH2:15][CH3:16])[C:5]=2[S:4][CH:3]=1.[O:21]([C:28]1[CH:33]=[CH:32][C:31](B(O)O)=[CH:30][CH:29]=1)[C:22]1[CH:27]=[CH:26][CH:25]=[CH:24][CH:23]=1.C(=O)([O-])[O-].[Na+].[Na+]. The product is [CH2:15]([O:14][CH:13]([O:17][CH2:18][CH3:19])/[CH:12]=[CH:11]/[C:10]1[C:5]2[S:4][CH:3]=[C:2]([C:31]3[CH:32]=[CH:33][C:28]([O:21][C:22]4[CH:27]=[CH:26][CH:25]=[CH:24][CH:23]=4)=[CH:29][CH:30]=3)[C:6]=2[C:7]([NH2:20])=[N:8][CH:9]=1)[CH3:16]. The yield is 0.550. (7) The reactants are [OH:1]/[N:2]=[C:3](/[C@@H:5]1[C@:21]2([CH3:22])[C@H:8]([C@H:9]3[C@H:18]([CH2:19][CH2:20]2)[C@:17]2([CH3:23])[C:12](=[CH:13][C:14](=[O:24])[CH2:15][CH2:16]2)[CH2:11][CH2:10]3)[CH2:7][CH2:6]1)\[CH3:4].[CH3:25][N:26]1[CH2:31][CH2:30][N:29]([CH2:32][C:33](O)=[O:34])[CH2:28][CH2:27]1.C(N(CC)C(C)C)(C)C.CCN=C=NCCCN(C)C.C([O-])(O)=O.[Na+]. The catalyst is CN(C1C=CN=CC=1)C.ClCCl. The product is [CH3:23][C@:17]12[CH2:16][CH2:15][C:14](=[O:24])[CH:13]=[C:12]1[CH2:11][CH2:10][C@@H:9]1[C@@H:18]2[CH2:19][CH2:20][C@@:21]2([CH3:22])[C@H:8]1[CH2:7][CH2:6][C@@H:5]2/[C:3](=[N:2]/[O:1][C:33](=[O:34])[CH2:32][N:29]1[CH2:30][CH2:31][N:26]([CH3:25])[CH2:27][CH2:28]1)/[CH3:4]. The yield is 0.980.